From a dataset of Full USPTO retrosynthesis dataset with 1.9M reactions from patents (1976-2016). Predict the reactants needed to synthesize the given product. (1) Given the product [CH2:1]([C:10]1[CH:15]=[CH:14][C:13]([C:16]2[CH:17]=[CH:18][C:19]([C:22]([O:24][CH3:25])=[O:23])=[CH:20][CH:21]=2)=[CH:12][CH:11]=1)[CH2:2][CH2:3][CH2:4][CH2:5][CH2:6][CH2:7][CH2:8][CH3:9], predict the reactants needed to synthesize it. The reactants are: [C:1]([C:10]1[CH:15]=[CH:14][C:13]([C:16]2[CH:21]=[CH:20][C:19]([C:22]([O:24][CH3:25])=[O:23])=[CH:18][CH:17]=2)=[CH:12][CH:11]=1)#[C:2][CH2:3][CH2:4][CH2:5][CH2:6][CH2:7][CH2:8][CH3:9].C1COCC1. (2) Given the product [F:1][C:2]1[N:7]=[C:6]2[O:8][C:9]3[C:14]([C@@:15]4([CH2:19][O:18][C:17]([NH2:20])=[N:16]4)[C:5]2=[CH:4][C:3]=1[N:29]1[CH2:34][CH2:33][O:32][CH2:31][CH2:30]1)=[CH:13][C:12]([C:21]1[C:22]([F:27])=[N:23][CH:24]=[CH:25][CH:26]=1)=[CH:11][CH:10]=3, predict the reactants needed to synthesize it. The reactants are: [F:1][C:2]1[N:7]=[C:6]2[O:8][C:9]3[C:14]([C@@:15]4([CH2:19][O:18][C:17]([NH2:20])=[N:16]4)[C:5]2=[CH:4][C:3]=1I)=[CH:13][C:12]([C:21]1[C:22]([F:27])=[N:23][CH:24]=[CH:25][CH:26]=1)=[CH:11][CH:10]=3.[NH:29]1[CH2:34][CH2:33][O:32][CH2:31][CH2:30]1.[Li+].C[Si]([N-][Si](C)(C)C)(C)C. (3) Given the product [CH3:70][C:55]1[C:54]2[C:58](=[CH:59][C:51]([NH:80][C:72]3[N:71]=[C:75]4[CH:76]=[CH:77][CH:78]=[CH:79][N:74]4[N:73]=3)=[CH:52][CH:53]=2)[N:57]([S:60]([C:63]2[CH:69]=[CH:68][C:66]([CH3:67])=[CH:65][CH:64]=2)(=[O:62])=[O:61])[N:56]=1, predict the reactants needed to synthesize it. The reactants are: N1C=CC=CC=1N.C1(P(C2C=CC=CC=2)C2C3OC4C(=CC=CC=4P(C4C=CC=CC=4)C4C=CC=CC=4)C(C)(C)C=3C=CC=2)C=CC=CC=1.Br[C:51]1[CH:59]=[C:58]2[C:54]([C:55]([CH3:70])=[N:56][N:57]2[S:60]([C:63]2[CH:69]=[CH:68][C:66]([CH3:67])=[CH:65][CH:64]=2)(=[O:62])=[O:61])=[CH:53][CH:52]=1.[N:71]1[C:72]([NH2:80])=[N:73][N:74]2[CH:79]=[CH:78][CH:77]=[CH:76][C:75]=12.C(=O)([O-])[O-].[Cs+].[Cs+]. (4) Given the product [CH:26]([N:21]1[C:20]([C:14]2[N:13]=[C:12]3[N:16]([CH2:17][CH2:18][O:19][C:10]4[CH:9]=[C:8]([O:7][C:4]([CH3:5])([CH3:6])[C:3]([OH:31])=[O:2])[CH:30]=[CH:29][C:11]=43)[CH:15]=2)=[N:24][C:23]([CH3:25])=[N:22]1)([CH3:28])[CH3:27], predict the reactants needed to synthesize it. The reactants are: C[O:2][C:3](=[O:31])[C:4]([O:7][C:8]1[CH:30]=[CH:29][C:11]2[C:12]3[N:16]([CH2:17][CH2:18][O:19][C:10]=2[CH:9]=1)[CH:15]=[C:14]([C:20]1[N:21]([CH:26]([CH3:28])[CH3:27])[N:22]=[C:23]([CH3:25])[N:24]=1)[N:13]=3)([CH3:6])[CH3:5].[OH-].[Na+]. (5) The reactants are: [C:1]1([CH:7]2[CH2:12][CH2:11][N:10]([C:13]3[CH:18]=[CH:17]C(C#N)=[CH:15][CH:14]=3)[CH2:9][CH2:8]2)[CH:6]=[CH:5][CH:4]=[CH:3][CH:2]=1.Cl.[C:22]([OH:25])(=[O:24])[CH3:23]. Given the product [C:1]1([CH:7]2[CH2:8][CH2:9][N:10]([C:13]3[CH:18]=[CH:17][C:23]([C:22]([OH:25])=[O:24])=[CH:15][CH:14]=3)[CH2:11][CH2:12]2)[CH:6]=[CH:5][CH:4]=[CH:3][CH:2]=1, predict the reactants needed to synthesize it.